This data is from Forward reaction prediction with 1.9M reactions from USPTO patents (1976-2016). The task is: Predict the product of the given reaction. Given the reactants [Br:1][C:2]1[CH:3]=[C:4]2[C:9](=[CH:10][CH:11]=1)[N:8]=[C:7]([NH:12][CH:13]=O)[N:6]=[CH:5]2.[H-].[Na+].CI.[ClH:19], predict the reaction product. The product is: [ClH:19].[Br:1][C:2]1[CH:3]=[C:4]2[C:9](=[CH:10][CH:11]=1)[N:8]=[C:7]([NH:12][CH3:13])[N:6]=[CH:5]2.